Dataset: Forward reaction prediction with 1.9M reactions from USPTO patents (1976-2016). Task: Predict the product of the given reaction. (1) Given the reactants [C:1]1([C:8]2[C:9]([OH:14])=[CH:10][CH:11]=[CH:12][CH:13]=2)[C:2]([OH:7])=[CH:3][CH:4]=[CH:5][CH:6]=1.C1(=O)[O:19][CH2:18][CH2:17]O1.[I-].[K+].CN(C)C=O.[C:28](OCC)(=[O:30])[CH3:29], predict the reaction product. The product is: [OH:30][CH2:28][CH2:29][O:14][C:9]1[CH:10]=[CH:11][CH:12]=[CH:13][C:8]=1[C:1]1[CH:6]=[CH:5][CH:4]=[CH:3][C:2]=1[O:7][CH2:17][CH2:18][OH:19]. (2) Given the reactants [CH3:1][O:2][C:3]1[CH:4]=[C:5]([CH:10]=[CH:11][C:12]=1[N+:13]([O-:15])=[O:14])[C:6]([O:8]C)=[O:7].[OH-].[K+], predict the reaction product. The product is: [CH3:1][O:2][C:3]1[CH:4]=[C:5]([CH:10]=[CH:11][C:12]=1[N+:13]([O-:15])=[O:14])[C:6]([OH:8])=[O:7].